Dataset: Forward reaction prediction with 1.9M reactions from USPTO patents (1976-2016). Task: Predict the product of the given reaction. (1) Given the reactants [CH3:1][C@@H:2]1[CH2:24][C:23]2[C:25](=[O:26])[C:18](=[CH:19][C:20]([C:22]=2OC)=[O:21])[NH:17][C:15](=[O:16])[C:14]([CH3:29])=[CH:13][CH:12]=[CH:11][C@H:10]([O:30][CH3:31])[C@@H:9]([O:32][C:33]([NH2:35])=[O:34])[C:8]([CH3:36])=[CH:7][C@H:6]([CH3:37])[C@@H:5]([OH:38])[C@@H:4]([O:39][CH3:40])[CH2:3]1.[CH3:41][N:42]([CH3:46])[CH2:43][CH2:44][NH2:45], predict the reaction product. The product is: [CH3:1][C@@H:2]1[CH2:24][C:23]2[C:25](=[O:26])[C:18](=[CH:19][C:20]([C:22]=2[NH:45][CH2:44][CH2:43][N:42]([CH3:46])[CH3:41])=[O:21])[NH:17][C:15](=[O:16])[C:14]([CH3:29])=[CH:13][CH:12]=[CH:11][C@H:10]([O:30][CH3:31])[C@@H:9]([O:32][C:33]([NH2:35])=[O:34])[C:8]([CH3:36])=[CH:7][C@H:6]([CH3:37])[C@@H:5]([OH:38])[C@@H:4]([O:39][CH3:40])[CH2:3]1. (2) Given the reactants C[O:2][C:3](=[O:26])[C:4]1[CH:9]=[CH:8][C:7]([NH:10][C:11]2[N:16]=[C:15]([NH:17][C:18]3[CH:23]=[CH:22][C:21]([F:24])=[C:20]([CH3:25])[CH:19]=3)[CH:14]=[CH:13][N:12]=2)=[CH:6][CH:5]=1.[OH-].[Na+].O.O1CCOCC1, predict the reaction product. The product is: [F:24][C:21]1[CH:22]=[CH:23][C:18]([NH:17][C:15]2[CH:14]=[CH:13][N:12]=[C:11]([NH:10][C:7]3[CH:8]=[CH:9][C:4]([C:3]([OH:26])=[O:2])=[CH:5][CH:6]=3)[N:16]=2)=[CH:19][C:20]=1[CH3:25]. (3) Given the reactants C([O:3][C:4](=[O:30])[CH2:5][C:6]1[CH:11]=[CH:10][C:9]([O:12][CH3:13])=[C:8]([C:14]2[C:19]([CH2:20][N:21]([C:24]([CH:26]3[CH2:28][CH2:27]3)=[O:25])[CH2:22][CH3:23])=[CH:18][C:17]([CH3:29])=[CH:16][N:15]=2)[CH:7]=1)C.[Li+].[OH-].CO, predict the reaction product. The product is: [CH:26]1([C:24]([N:21]([CH2:20][C:19]2[C:14]([C:8]3[CH:7]=[C:6]([CH2:5][C:4]([OH:30])=[O:3])[CH:11]=[CH:10][C:9]=3[O:12][CH3:13])=[N:15][CH:16]=[C:17]([CH3:29])[CH:18]=2)[CH2:22][CH3:23])=[O:25])[CH2:27][CH2:28]1. (4) Given the reactants [F:1][C:2]1[CH:25]=[CH:24][C:5]([CH2:6][N:7]([CH2:18][CH:19](OC)OC)S(C2C=CC(C)=CC=2)(=O)=O)=[CH:4][C:3]=1[Br:26].BrC1C=C2C(=CC=1)C=NC=C2, predict the reaction product. The product is: [F:1][C:2]1[CH:25]=[C:24]2[C:5](=[CH:4][C:3]=1[Br:26])[CH:6]=[N:7][CH:18]=[CH:19]2.